From a dataset of Forward reaction prediction with 1.9M reactions from USPTO patents (1976-2016). Predict the product of the given reaction. (1) Given the reactants [C:1]1([C:7]2[O:11][N:10]=[C:9]([C:12](O)=[O:13])[C:8]=2[C:15]([F:18])([F:17])[F:16])[CH:6]=[CH:5][CH:4]=[CH:3][CH:2]=1.CN1CCOCC1.ClC(OCC(C)C)=O.[BH4-].[Na+], predict the reaction product. The product is: [C:1]1([C:7]2[O:11][N:10]=[C:9]([CH2:12][OH:13])[C:8]=2[C:15]([F:17])([F:18])[F:16])[CH:2]=[CH:3][CH:4]=[CH:5][CH:6]=1. (2) Given the reactants CO[C:3]([C:5]1[C:6]([OH:34])=[C:7]2[C:12](=[C:13]([C:15]3[N:16]=[CH:17][S:18][CH:19]=3)[N:14]=1)[N:11]([CH2:20][C:21]1[CH:26]=[CH:25][CH:24]=[CH:23][CH:22]=1)[C:10](=[O:27])[C:9]([C:28]1[CH:33]=[CH:32][CH:31]=[CH:30][CH:29]=1)=[CH:8]2)=[O:4].[OH-].[Na+].C1C=CC2N(O)N=NC=2C=1.C(Cl)CCl.Cl.[CH3:52][O:53][C:54](=[O:58])[CH2:55][CH2:56][NH2:57].CCN(C(C)C)C(C)C, predict the reaction product. The product is: [CH3:52][O:53][C:54](=[O:58])[CH2:55][CH2:56][NH:57][C:3]([C:5]1[C:6]([OH:34])=[C:7]2[C:12](=[C:13]([C:15]3[N:16]=[CH:17][S:18][CH:19]=3)[N:14]=1)[N:11]([CH2:20][C:21]1[CH:26]=[CH:25][CH:24]=[CH:23][CH:22]=1)[C:10](=[O:27])[C:9]([C:28]1[CH:29]=[CH:30][CH:31]=[CH:32][CH:33]=1)=[CH:8]2)=[O:4].